From a dataset of Reaction yield outcomes from USPTO patents with 853,638 reactions. Predict the reaction yield, written as a fraction of the theoretical maximum amount of product (1.0 means a 100% yield; for example, 0.34 means a 34% yield). (1) The reactants are Cl.[NH:2]1[CH2:7][CH2:6][CH:5]([N:8]2[C:12]3=[C:13]4[S:19][CH:18]=[CH:17][C:14]4=[N:15][CH:16]=[C:11]3[N:10]=[C:9]2[C@H:20]([OH:22])[CH3:21])[CH2:4][CH2:3]1.C(N(CC)CC)C.FC(F)(F)S(O[CH2:36][C:37]([F:40])([F:39])[F:38])(=O)=O. The catalyst is C(Cl)Cl. The product is [F:38][C:37]([F:40])([F:39])[CH2:36][N:2]1[CH2:7][CH2:6][CH:5]([N:8]2[C:12]3=[C:13]4[S:19][CH:18]=[CH:17][C:14]4=[N:15][CH:16]=[C:11]3[N:10]=[C:9]2[C@H:20]([OH:22])[CH3:21])[CH2:4][CH2:3]1. The yield is 0.260. (2) The reactants are Br[C:2]1[N:3]=[CH:4][C:5]([NH2:14])=[N:6][C:7]=1[C:8]1[CH:9]=[N:10][CH:11]=[CH:12][CH:13]=1.[Cl:15][C:16]1[CH:17]=[N:18][CH:19]=[CH:20][C:21]=1B1OC(C)(C)C(C)(C)O1.C(=O)([O-])[O-].[Cs+].[Cs+]. The catalyst is O1CCOCC1.O. The product is [Cl:15][C:16]1[CH:17]=[N:18][CH:19]=[CH:20][C:21]=1[C:2]1[N:3]=[CH:4][C:5]([NH2:14])=[N:6][C:7]=1[C:8]1[CH:9]=[N:10][CH:11]=[CH:12][CH:13]=1. The yield is 0.480. (3) The reactants are [CH2:1]([O:3][C:4]([N:6]1[CH2:11][CH2:10][N:9]([CH2:12][C:13]#[CH:14])[CH2:8][CH2:7]1)=[O:5])[CH3:2].[Cl:15][C:16]1[CH:17]=[C:18](I)[CH:19]=[CH:20][CH:21]=1.O. The catalyst is C(N(CC)CC)C.C1C=CC(P(C2C=CC=CC=2)C2C=CC=CC=2)=CC=1.C1C=CC(P(C2C=CC=CC=2)C2C=CC=CC=2)=CC=1.Cl[Pd]Cl.[Cu](I)I. The product is [CH2:1]([O:3][C:4]([N:6]1[CH2:7][CH2:8][N:9]([CH2:12][C:13]#[C:14][C:20]2[CH:19]=[CH:18][CH:17]=[C:16]([Cl:15])[CH:21]=2)[CH2:10][CH2:11]1)=[O:5])[CH3:2]. The yield is 0.190. (4) The reactants are [NH2:1][C:2]1[CH:7]=[CH:6][C:5]([C:8]2[CH:13]=[CH:12][C:11]([C:14]([C@@H:16]3[CH2:20][CH2:19][CH2:18][C@H:17]3[C:21]([O:23]C)=[O:22])=[O:15])=[CH:10][CH:9]=2)=[CH:4][CH:3]=1.[F:25][C:26]1[CH:27]=[CH:28][C:29]2[O:33][C:32](S(C)(=O)=O)=[N:31][C:30]=2[CH:38]=1.[OH-].[Na+].Cl. The catalyst is ClC(Cl)C.CO. The product is [F:25][C:26]1[CH:27]=[CH:28][C:29]2[O:33][C:32]([NH:1][C:2]3[CH:3]=[CH:4][C:5]([C:8]4[CH:13]=[CH:12][C:11]([C:14]([CH:16]5[CH2:20][CH2:19][CH2:18][CH:17]5[C:21]([OH:23])=[O:22])=[O:15])=[CH:10][CH:9]=4)=[CH:6][CH:7]=3)=[N:31][C:30]=2[CH:38]=1. The yield is 0.314. (5) The reactants are [CH2:1]([O:8][C:9](=[O:47])[NH:10][C@H:11]([C:13](=[O:46])[NH:14][CH:15]([C:23](=[O:45])[NH:24][C@@H:25]([CH2:38][C:39]1[CH:44]=[CH:43][CH:42]=[CH:41][CH:40]=1)[CH:26]([C:28](=[O:37])[NH:29][CH2:30][C:31]1[CH:36]=[CH:35][CH:34]=[CH:33][CH:32]=1)[OH:27])[CH2:16][CH:17]1[CH2:22][CH2:21][O:20][CH2:19][CH2:18]1)[CH3:12])[C:2]1[CH:7]=[CH:6][CH:5]=[CH:4][CH:3]=1.CC(OI1(OC(C)=O)(OC(C)=O)OC(=O)C2C=CC=CC1=2)=O. The yield is 0.300. The product is [CH2:1]([O:8][C:9](=[O:47])[NH:10][C@H:11]([C:13](=[O:46])[NH:14][CH:15]([C:23](=[O:45])[NH:24][C@@H:25]([CH2:38][C:39]1[CH:44]=[CH:43][CH:42]=[CH:41][CH:40]=1)[C:26]([C:28](=[O:37])[NH:29][CH2:30][C:31]1[CH:36]=[CH:35][CH:34]=[CH:33][CH:32]=1)=[O:27])[CH2:16][CH:17]1[CH2:18][CH2:19][O:20][CH2:21][CH2:22]1)[CH3:12])[C:2]1[CH:3]=[CH:4][CH:5]=[CH:6][CH:7]=1. The catalyst is ClCCl. (6) The reactants are Cl[C:2]1[C:3]2[CH:10]=[C:9]([C:11]3[CH:12]=[CH:13][C:14]([N:17]4[CH2:22][CH2:21][O:20][CH2:19][CH2:18]4)=[N:15][CH:16]=3)[N:8]([CH2:23][O:24][CH2:25][CH2:26][Si:27]([CH3:30])([CH3:29])[CH3:28])[C:4]=2[N:5]=[CH:6][N:7]=1.[O:31]1[CH2:36][CH2:35][CH:34]([O:37][C:38]2[CH:45]=[CH:44][C:43](B3OC(C)(C)C(C)(C)O3)=[CH:42][C:39]=2[C:40]#[N:41])[CH2:33][CH2:32]1.C([O-])([O-])=O.[Na+].[Na+].C([O-])(O)=O.[Na+]. The catalyst is O1CCOCC1.C(Cl)Cl.C1C=CC(P(C2C=CC=CC=2)[C-]2C=CC=C2)=CC=1.C1C=CC(P(C2C=CC=CC=2)[C-]2C=CC=C2)=CC=1.Cl[Pd]Cl.[Fe+2]. The product is [O:20]1[CH2:21][CH2:22][N:17]([C:14]2[N:15]=[CH:16][C:11]([C:9]3[N:8]([CH2:23][O:24][CH2:25][CH2:26][Si:27]([CH3:30])([CH3:28])[CH3:29])[C:4]4[N:5]=[CH:6][N:7]=[C:2]([C:43]5[CH:44]=[CH:45][C:38]([O:37][CH:34]6[CH2:35][CH2:36][O:31][CH2:32][CH2:33]6)=[C:39]([CH:42]=5)[C:40]#[N:41])[C:3]=4[CH:10]=3)=[CH:12][CH:13]=2)[CH2:18][CH2:19]1. The yield is 0.640.